This data is from Full USPTO retrosynthesis dataset with 1.9M reactions from patents (1976-2016). The task is: Predict the reactants needed to synthesize the given product. (1) Given the product [CH3:6][O:5][C:3](=[O:4])[C:2]([CH3:1])([CH3:13])[CH2:7][CH2:8][C:9]([OH:11])=[O:10], predict the reactants needed to synthesize it. The reactants are: [CH3:1][C:2]([CH3:13])([CH2:7][CH2:8][C:9]([O:11]C)=[O:10])[C:3]([O:5][CH3:6])=[O:4].C(=O)([O-])[O-].[K+].[K+]. (2) Given the product [C:1]([O:5][C:6]([NH:8][C:9]1[S:13][C:12]([C:14]([OH:16])=[O:15])=[C:11]([CH3:18])[CH:10]=1)=[O:7])([CH3:4])([CH3:3])[CH3:2], predict the reactants needed to synthesize it. The reactants are: [C:1]([O:5][C:6]([NH:8][C:9]1[S:13][C:12]([C:14]([O:16]C)=[O:15])=[C:11]([CH3:18])[CH:10]=1)=[O:7])([CH3:4])([CH3:3])[CH3:2].[OH-].[Na+]. (3) Given the product [C:13]([O:17][C:18]([N:20]1[CH2:25][CH2:24][N:23]([C:2]2[CH:7]=[C:6]([C:8]([F:11])([F:10])[F:9])[CH:5]=[C:4]([Cl:12])[N:3]=2)[CH2:22][CH2:21]1)=[O:19])([CH3:16])([CH3:14])[CH3:15], predict the reactants needed to synthesize it. The reactants are: Cl[C:2]1[CH:7]=[C:6]([C:8]([F:11])([F:10])[F:9])[CH:5]=[C:4]([Cl:12])[N:3]=1.[C:13]([O:17][C:18]([N:20]1[CH2:25][CH2:24][N:23](C2C=C(C(F)F)C=C(Cl)N=2)[CH2:22][CH2:21]1)=[O:19])([CH3:16])([CH3:15])[CH3:14]. (4) Given the product [NH2:1][C:2]1[N:3]([C:8]2[C:17]3[C:12](=[CH:13][CH:14]=[CH:15][CH:16]=3)[C:11]([CH:18]3[CH2:20][CH2:19]3)=[CH:10][CH:9]=2)[C:4]([S:7][CH2:33][C:32]([NH:31][C:30]2[CH:29]=[CH:28][C:24]([C:25]([OH:27])=[O:26])=[CH:23][C:22]=2[Cl:21])=[O:35])=[N:5][N:6]=1, predict the reactants needed to synthesize it. The reactants are: [NH2:1][C:2]1[N:3]([C:8]2[C:17]3[C:12](=[CH:13][CH:14]=[CH:15][CH:16]=3)[C:11]([CH:18]3[CH2:20][CH2:19]3)=[CH:10][CH:9]=2)[C:4]([SH:7])=[N:5][N:6]=1.[Cl:21][C:22]1[CH:23]=[C:24]([CH:28]=[CH:29][C:30]=1[NH:31][C:32](=[O:35])[CH2:33]Cl)[C:25]([OH:27])=[O:26].O.